From a dataset of NCI-60 drug combinations with 297,098 pairs across 59 cell lines. Regression. Given two drug SMILES strings and cell line genomic features, predict the synergy score measuring deviation from expected non-interaction effect. Drug 1: C1=NC2=C(N=C(N=C2N1C3C(C(C(O3)CO)O)O)F)N. Drug 2: CCN(CC)CCNC(=O)C1=C(NC(=C1C)C=C2C3=C(C=CC(=C3)F)NC2=O)C. Cell line: HOP-92. Synergy scores: CSS=12.8, Synergy_ZIP=-3.68, Synergy_Bliss=-2.35, Synergy_Loewe=-2.57, Synergy_HSA=-1.29.